Dataset: Peptide-MHC class I binding affinity with 185,985 pairs from IEDB/IMGT. Task: Regression. Given a peptide amino acid sequence and an MHC pseudo amino acid sequence, predict their binding affinity value. This is MHC class I binding data. (1) The peptide sequence is LTLDIFYLF. The MHC is HLA-A32:01 with pseudo-sequence HLA-A32:01. The binding affinity (normalized) is 0.863. (2) The peptide sequence is QELGKYEQYI. The MHC is HLA-B40:01 with pseudo-sequence HLA-B40:01. The binding affinity (normalized) is 0.124. (3) The peptide sequence is AFRHVAREL. The MHC is HLA-A30:02 with pseudo-sequence HLA-A30:02. The binding affinity (normalized) is 0.234. (4) The peptide sequence is LLTACTIFY. The MHC is HLA-A03:01 with pseudo-sequence HLA-A03:01. The binding affinity (normalized) is 0.538.